Task: Predict the reactants needed to synthesize the given product.. Dataset: Full USPTO retrosynthesis dataset with 1.9M reactions from patents (1976-2016) (1) Given the product [Br:1][C:2]1[CH:3]=[CH:4][CH:5]=[C:6]2[C:10]=1[N:9]([CH2:11][CH:12]([O:13][Si:24]([C:20]([CH3:23])([CH3:22])[CH3:21])([CH3:26])[CH3:25])[C:14]1[CH:19]=[CH:18][CH:17]=[CH:16][CH:15]=1)[CH:8]=[CH:7]2, predict the reactants needed to synthesize it. The reactants are: [Br:1][C:2]1[CH:3]=[CH:4][CH:5]=[C:6]2[C:10]=1[N:9]([CH2:11][CH:12]([C:14]1[CH:19]=[CH:18][CH:17]=[CH:16][CH:15]=1)[OH:13])[CH:8]=[CH:7]2.[C:20]([Si:24](Cl)([CH3:26])[CH3:25])([CH3:23])([CH3:22])[CH3:21].N1C=CN=C1.C(O)(=O)CC(CC(O)=O)(C(O)=O)O. (2) Given the product [CH3:30][C:25]1([CH3:31])[C:26]([CH3:29])([CH3:28])[O:27][B:23]([C:2]2[CH:3]=[CH:4][C:5]3[N:9]=[C:8]([C@@H:10]4[CH2:14][CH2:13][CH2:12][N:11]4[C:15]([O:17][C:18]([CH3:21])([CH3:20])[CH3:19])=[O:16])[NH:7][C:6]=3[CH:22]=2)[O:24]1, predict the reactants needed to synthesize it. The reactants are: Br[C:2]1[CH:3]=[CH:4][C:5]2[N:9]=[C:8]([C@@H:10]3[CH2:14][CH2:13][CH2:12][N:11]3[C:15]([O:17][C:18]([CH3:21])([CH3:20])[CH3:19])=[O:16])[NH:7][C:6]=2[CH:22]=1.[B:23]1([B:23]2[O:27][C:26]([CH3:29])([CH3:28])[C:25]([CH3:31])([CH3:30])[O:24]2)[O:27][C:26]([CH3:29])([CH3:28])[C:25]([CH3:31])([CH3:30])[O:24]1.C([O-])(=O)C.[K+]. (3) Given the product [NH:29]1[C:30]2[C:35](=[CH:34][CH:33]=[CH:32][CH:31]=2)[C:27]([C:19]2[C:20]3[C:21](=[N:22][CH:23]=[N:24][C:25]=3[NH2:26])[N:17]([CH2:16][C:8]3[N:7]([C:1]4[CH:2]=[CH:3][CH:4]=[CH:5][CH:6]=4)[C:11]4[CH:12]=[CH:13][CH:14]=[CH:15][C:10]=4[N:9]=3)[N:18]=2)=[CH:28]1, predict the reactants needed to synthesize it. The reactants are: [C:1]1([N:7]2[C:11]3[CH:12]=[CH:13][CH:14]=[CH:15][C:10]=3[N:9]=[C:8]2[CH2:16][N:17]2[C:21]3=[N:22][CH:23]=[N:24][C:25]([NH2:26])=[C:20]3[C:19]([C:27]3[C:35]4[C:30](=[CH:31][CH:32]=[CH:33][CH:34]=4)[N:29](S(C4C=CC(C)=CC=4)(=O)=O)[CH:28]=3)=[N:18]2)[CH:6]=[CH:5][CH:4]=[CH:3][CH:2]=1.[OH-].[Na+]. (4) Given the product [NH2:1][C:2]1[CH:10]=[CH:9][C:5]([C:6]([OH:8])=[O:7])=[CH:4][C:3]=1[S:11][C:12]#[N:13], predict the reactants needed to synthesize it. The reactants are: [NH2:1][C:2]1[CH:10]=[CH:9][C:5]([C:6]([OH:8])=[O:7])=[CH:4][CH:3]=1.[S-:11][C:12]#[N:13].[NH4+].BrBr.O. (5) Given the product [Si:16]([O:15][C@@H:14]1[C@@H:13]([CH2:9][O:8][Si:1]([C:4]([CH3:7])([CH3:5])[CH3:6])([CH3:2])[CH3:3])[O:12][C@@H:11]([N:23]2[C:41]3[N:40]=[CH:39][N:38]=[C:27]([O:28][C:29]4[C:34]5[C:33](=[CH:50][CH:45]=[CH:46][CH:47]=5)[CH:32]=[CH:31][CH:30]=4)[C:26]=3[N:25]=[CH:24]2)[CH2:10]1)([C:19]([CH3:21])([CH3:22])[CH3:20])([CH3:17])[CH3:18], predict the reactants needed to synthesize it. The reactants are: [Si:1]([O:8][C@@H:9]1[C@@H:13]([CH2:14][O:15][Si:16]([C:19]([CH3:22])([CH3:21])[CH3:20])([CH3:18])[CH3:17])[O:12][C@@H:11]([N:23]2[C:41]3[N:40]=[CH:39][N:38]=[C:27]([O:28][C:29]4[CH:34]=[CH:33][C:32]([N+]([O-])=O)=[CH:31][CH:30]=4)[C:26]=3[N:25]=[CH:24]2)[CH2:10]1)([C:4]([CH3:7])([CH3:6])[CH3:5])([CH3:3])[CH3:2].N1(OC2C3N=CN(C=3N=CN=2)[C@@H]2O[C@H](CO[Si](C(C)(C)C)(C)C)[C@@H](O[Si](C(C)(C)C)(C)C)C2)[C:46]2[CH:47]=CC=[CH:50][C:45]=2N=N1.C([O-])([O-])=O.[Cs+].[Cs+].C1(O)C2C(=CC=CC=2)C=CC=1. (6) Given the product [Cl:28][C:29]1[CH:30]=[C:31]([S:35]([NH:1][C@@H:2]([CH2:21][CH:22]2[CH2:23][CH2:24][CH2:25][CH2:26][CH2:27]2)[C:3]([NH:5][C@@H:6]([CH3:20])[CH2:7][NH:8][C:9]2[CH:14]=[CH:13][C:12]([O:15][C:16]([F:17])([F:18])[F:19])=[CH:11][CH:10]=2)=[O:4])(=[O:37])=[O:36])[CH:32]=[CH:33][CH:34]=1, predict the reactants needed to synthesize it. The reactants are: [NH2:1][C@@H:2]([CH2:21][CH:22]1[CH2:27][CH2:26][CH2:25][CH2:24][CH2:23]1)[C:3]([NH:5][C@@H:6]([CH3:20])[CH2:7][NH:8][C:9]1[CH:14]=[CH:13][C:12]([O:15][C:16]([F:19])([F:18])[F:17])=[CH:11][CH:10]=1)=[O:4].[Cl:28][C:29]1[CH:30]=[C:31]([S:35](Cl)(=[O:37])=[O:36])[CH:32]=[CH:33][CH:34]=1. (7) Given the product [CH2:20]([O:17][C:9]1[CH:10]=[C:11]([C:13]([CH3:16])([CH3:15])[CH3:14])[CH:12]=[C:5]([C:1]([CH3:4])([CH3:3])[CH3:2])[C:6]=1[CH:7]=[O:8])[C:21]1[CH:26]=[CH:25][CH:24]=[CH:23][CH:22]=1, predict the reactants needed to synthesize it. The reactants are: [C:1]([C:5]1[CH:12]=[C:11]([C:13]([CH3:16])([CH3:15])[CH3:14])[CH:10]=[C:9]([OH:17])[C:6]=1[CH:7]=[O:8])([CH3:4])([CH3:3])[CH3:2].[H-].[Na+].[CH2:20](Br)[C:21]1[CH:26]=[CH:25][CH:24]=[CH:23][CH:22]=1. (8) The reactants are: [CH:1](O)([C:8]1[CH:13]=[CH:12][CH:11]=[CH:10][CH:9]=1)[C:2]1[CH:7]=[CH:6][CH:5]=[CH:4][CH:3]=1.[ClH:15]. Given the product [CH:1]([Cl:15])([C:8]1[CH:13]=[CH:12][CH:11]=[CH:10][CH:9]=1)[C:2]1[CH:7]=[CH:6][CH:5]=[CH:4][CH:3]=1, predict the reactants needed to synthesize it. (9) Given the product [Cl:18][C:12]1[CH:13]=[CH:14][CH:15]=[C:16]([F:17])[C:11]=1[C:9]1[NH:8][C:5]2=[N:6][CH:7]=[C:2]([C:24]3[N:20]([CH3:19])[N:21]=[C:22]([C:28]([F:31])([F:30])[F:29])[CH:23]=3)[N:3]=[C:4]2[CH:10]=1, predict the reactants needed to synthesize it. The reactants are: Br[C:2]1[N:3]=[C:4]2[CH:10]=[C:9]([C:11]3[C:16]([F:17])=[CH:15][CH:14]=[CH:13][C:12]=3[Cl:18])[NH:8][C:5]2=[N:6][CH:7]=1.[CH3:19][N:20]1[C:24](B(O)O)=[CH:23][C:22]([C:28]([F:31])([F:30])[F:29])=[N:21]1.C(=O)([O-])[O-].[K+].[K+]. (10) Given the product [NH2:38][C:35]1[CH:36]=[CH:37][C:32]([O:31][C:29]2[CH:28]=[CH:27][N:26]=[C:25]([NH:13][CH2:14][CH2:15][CH2:16][CH2:17][N:18]([CH3:20])[CH3:19])[N:30]=2)=[CH:33][C:34]=1[C:39]([F:42])([F:41])[F:40], predict the reactants needed to synthesize it. The reactants are: NC1C=CC(OC2C=CN=C([NH:13][CH2:14][CH2:15][CH2:16][CH2:17][N:18]([CH3:20])[CH3:19])N=2)=CC=1C.Cl[C:25]1[N:30]=[C:29]([O:31][C:32]2[CH:37]=[CH:36][C:35]([NH2:38])=[C:34]([C:39]([F:42])([F:41])[F:40])[CH:33]=2)[CH:28]=[CH:27][N:26]=1.